This data is from Forward reaction prediction with 1.9M reactions from USPTO patents (1976-2016). The task is: Predict the product of the given reaction. (1) The product is: [CH:15]([N:12]1[CH2:11][CH2:10][N:9]([CH2:8][C:5]2[N:6]=[CH:7][C:2]([C:24]3[CH:25]=[CH:26][C:21]([C:19]#[N:20])=[CH:22][CH:23]=3)=[CH:3][CH:4]=2)[CH2:14][CH2:13]1)([CH3:16])[CH3:18]. Given the reactants Br[C:2]1[CH:3]=[CH:4][C:5]([CH2:8][N:9]2[CH2:14][CH2:13][N:12]([CH:15]3[CH2:18]C[CH2:16]3)[CH2:11][CH2:10]2)=[N:6][CH:7]=1.[C:19]([C:21]1[CH:26]=[CH:25][C:24](B(O)O)=[CH:23][CH:22]=1)#[N:20], predict the reaction product. (2) Given the reactants [NH2:1][C:2]1[C:3]([CH3:30])=[C:4]([C:8]2[C:20]3[C:19]4[C:14](=[CH:15][C:16]([O:21][CH2:22][CH2:23][O:24][CH3:25])=[CH:17][CH:18]=4)[NH:13][C:12]=3[C:11]([C:26]([NH2:28])=[O:27])=[N:10][C:9]=2[CH3:29])[CH:5]=[CH:6][CH:7]=1.[NH:31]1[C:36]2[CH:37]=[CH:38][CH:39]=[CH:40][C:35]=2[C:34](=O)[O:33][C:32]1=O.COC(OC)OC.O.O.O.O.O.O.[N+]([O-])([O-])=O.[La+3].[N+]([O-])([O-])=O.[N+]([O-])([O-])=O, predict the reaction product. The product is: [CH3:25][O:24][CH2:23][CH2:22][O:21][C:16]1[CH:15]=[C:14]2[C:19]([C:20]3[C:8]([C:4]4[CH:5]=[CH:6][CH:7]=[C:2]([N:1]5[C:34](=[O:33])[C:35]6[C:36](=[CH:37][CH:38]=[CH:39][CH:40]=6)[N:31]=[CH:32]5)[C:3]=4[CH3:30])=[C:9]([CH3:29])[N:10]=[C:11]([C:26]([NH2:28])=[O:27])[C:12]=3[NH:13]2)=[CH:18][CH:17]=1. (3) Given the reactants C[O:2][C:3](=[O:38])[C:4]1[CH:9]=[CH:8][CH:7]=[C:6]([N:10]2[C:14]([NH:15][C:16]([NH:18][C:19]3[CH:24]=[CH:23][C:22]([O:25][C:26]4[CH:31]=[CH:30][N:29]=[C:28]([CH3:32])[CH:27]=4)=[CH:21][C:20]=3[F:33])=[O:17])=[CH:13][C:12]([C:34]([CH3:37])([CH3:36])[CH3:35])=[N:11]2)[CH:5]=1.COC(=O)C1C=CC(N2C(NC(NC3C=CC(OC4C=CN=C(C)C=4)=CC=3F)=O)=CC(C(C)(C)C)=N2)=CC=1.[OH-].[K+], predict the reaction product. The product is: [C:34]([C:12]1[CH:13]=[C:14]([NH:15][C:16]([NH:18][C:19]2[CH:24]=[CH:23][C:22]([O:25][C:26]3[CH:31]=[CH:30][N:29]=[C:28]([CH3:32])[CH:27]=3)=[CH:21][C:20]=2[F:33])=[O:17])[N:10]([C:6]2[CH:5]=[C:4]([CH:9]=[CH:8][CH:7]=2)[C:3]([OH:38])=[O:2])[N:11]=1)([CH3:37])([CH3:35])[CH3:36]. (4) Given the reactants [Cl:1][C:2]1[CH:7]=[C:6]([C:8](=[O:10])[CH3:9])[CH:5]=[CH:4][N:3]=1.[CH3:11][N:12]([CH:14]=O)[CH3:13].C[C:11]([N:12]([CH3:14])[CH3:13])=O, predict the reaction product. The product is: [Cl:1][C:2]1[CH:7]=[C:6]([C:8](=[O:10])[CH:9]=[CH:11][N:12]([CH3:14])[CH3:13])[CH:5]=[CH:4][N:3]=1. (5) Given the reactants [CH3:1][O:2][C:3]([C:5]1[CH:6]=[CH:7][CH:8]=[C:9]2[O:13][C:12]([NH:14][CH:15]3[CH2:20][CH2:19][NH:18][CH2:17][CH2:16]3)=[N:11][C:10]=12)=[O:4].COC(C1C=CC=C2OC(S)=NC=12)=O.S(Cl)(Cl)=O.CN(C=O)C.COC(C1C=CC=C2OC(Cl)=NC=12)=O.[C:58]([O:62][C:63](N1CCC(N)CC1)=[O:64])([CH3:61])([CH3:60])[CH3:59], predict the reaction product. The product is: [CH3:1][O:2][C:3]([C:5]1[CH:6]=[CH:7][CH:8]=[C:9]2[O:13][C:12]([NH:14][CH:15]3[CH2:20][CH2:19][N:18]([C:63]([O:62][C:58]([CH3:61])([CH3:60])[CH3:59])=[O:64])[CH2:17][CH2:16]3)=[N:11][C:10]=12)=[O:4]. (6) Given the reactants [CH2:1]([C:5]1[N:6]=[C:7]([CH3:27])[NH:8][C:9](=[O:26])[C:10]=1[CH2:11][C:12]1[CH:17]=[CH:16][C:15]([C:18]2[C:19]([C:24]#[N:25])=[CH:20][CH:21]=[CH:22][CH:23]=2)=[CH:14][CH:13]=1)[CH2:2][CH2:3][CH3:4].N(C(N1CCCCC1)=O)=NC(N1CCCCC1)=O.C(P(CCCC)CCCC)CCC.[N:59]1([CH2:65][CH2:66]O)[CH2:64][CH2:63][O:62][CH2:61][CH2:60]1, predict the reaction product. The product is: [CH2:1]([C:5]1[N:6]=[C:7]([CH3:27])[N:8]([CH2:66][CH2:65][N:59]2[CH2:64][CH2:63][O:62][CH2:61][CH2:60]2)[C:9](=[O:26])[C:10]=1[CH2:11][C:12]1[CH:17]=[CH:16][C:15]([C:18]2[C:19]([C:24]#[N:25])=[CH:20][CH:21]=[CH:22][CH:23]=2)=[CH:14][CH:13]=1)[CH2:2][CH2:3][CH3:4].